Dataset: Reaction yield outcomes from USPTO patents with 853,638 reactions. Task: Predict the reaction yield, written as a fraction of the theoretical maximum amount of product (1.0 means a 100% yield; for example, 0.34 means a 34% yield). (1) The reactants are [OH-].[Na+].[Cl:3][C:4]1[C:12]2[O:11][CH:10]=[CH:9][C:8]=2[CH:7]=[C:6]([C:13]([C@H:15]2[CH2:17][C@@H:16]2[C:18]([O:20]C)=[O:19])=[O:14])[CH:5]=1.Cl.C(OCC)(=O)C. The catalyst is O1CCOCC1. The product is [Cl:3][C:4]1[C:12]2[O:11][CH:10]=[CH:9][C:8]=2[CH:7]=[C:6]([C:13]([C@H:15]2[CH2:17][C@@H:16]2[C:18]([OH:20])=[O:19])=[O:14])[CH:5]=1. The yield is 0.890. (2) The reactants are Cl[C:2]1[N:3]=[N:4][C:5]([CH2:8][O:9][C:10]2[CH:15]=[CH:14][C:13]([S:16]([CH3:19])(=[O:18])=[O:17])=[CH:12][CH:11]=2)=[CH:6][CH:7]=1.CC1(C)C(C)(C)OB([C:28]2[CH2:29][CH2:30][N:31]([C:34]([O:36][C:37]([CH3:40])([CH3:39])[CH3:38])=[O:35])[CH2:32][CH:33]=2)O1.C(=O)([O-])[O-].[Cs+].[Cs+].O. The catalyst is CN(C)C=O.C1C=CC([P]([Pd]([P](C2C=CC=CC=2)(C2C=CC=CC=2)C2C=CC=CC=2)([P](C2C=CC=CC=2)(C2C=CC=CC=2)C2C=CC=CC=2)[P](C2C=CC=CC=2)(C2C=CC=CC=2)C2C=CC=CC=2)(C2C=CC=CC=2)C2C=CC=CC=2)=CC=1. The product is [CH3:19][S:16]([C:13]1[CH:14]=[CH:15][C:10]([O:9][CH2:8][C:5]2[N:4]=[N:3][C:2]([C:28]3[CH2:33][CH2:32][N:31]([C:34]([O:36][C:37]([CH3:40])([CH3:39])[CH3:38])=[O:35])[CH2:30][CH:29]=3)=[CH:7][CH:6]=2)=[CH:11][CH:12]=1)(=[O:18])=[O:17]. The yield is 0.140. (3) The reactants are [NH2:1][C:2]1[O:10][C:9]2[C:4](=[N:5][CH:6]=[CH:7][CH:8]=2)[C:3]=1[C:11]([O:13][CH2:14][CH3:15])=[O:12].[CH3:16][C:17]([O:20][C:21](O[C:21]([O:20][C:17]([CH3:19])([CH3:18])[CH3:16])=[O:22])=[O:22])([CH3:19])[CH3:18]. The catalyst is CN(C1C=CN=CC=1)C.CC#N. The product is [C:17]([O:20][C:21]([NH:1][C:2]1[O:10][C:9]2[C:4](=[N:5][CH:6]=[CH:7][CH:8]=2)[C:3]=1[C:11]([O:13][CH2:14][CH3:15])=[O:12])=[O:22])([CH3:19])([CH3:18])[CH3:16]. The yield is 0.740. (4) The yield is 0.120. No catalyst specified. The product is [CH3:1][C@:2]12[C@@:19]3([CH3:20])[C@@H:10]([C@:11]4([CH3:32])[C@@H:16]([CH2:17][CH2:18]3)[C:15]([CH3:21])([CH3:22])[C:14]([C:23]3[CH:31]=[CH:30][C:26]([C:27]([OH:29])=[O:28])=[CH:25][CH:24]=3)=[CH:13][CH2:12]4)[CH2:9][CH2:8][C@@H:7]1[C@H:6]1[C@H:33]([C:36]([CH3:38])=[CH2:37])[CH2:34][CH2:35][C@:5]1([NH:39][CH2:40][CH2:41][NH:42][C:43]1[CH:48]=[CH:47][CH:46]=[C:49]([S:57][CH3:53])[N:44]=1)[CH2:4][CH2:3]2. The reactants are [CH3:1][C@:2]12[C@@:19]3([CH3:20])[C@@H:10]([C@:11]4([CH3:32])[C@@H:16]([CH2:17][CH2:18]3)[C:15]([CH3:22])([CH3:21])[C:14]([C:23]3[CH:31]=[CH:30][C:26]([C:27]([OH:29])=[O:28])=[CH:25][CH:24]=3)=[CH:13][CH2:12]4)[CH2:9][CH2:8][C@@H:7]1[C@H:6]1[C@H:33]([C:36]([CH3:38])=[CH2:37])[CH2:34][CH2:35][C@:5]1([NH:39][CH2:40][CH2:41][NH:42][C:43]1[N:44]=N[C:46]([CH3:49])=[CH:47][CH:48]=1)[CH2:4][CH2:3]2.BrC1C=CC=[C:53]([S:57]C)N=1.C(O)(C(F)(F)F)=O. (5) The reactants are [NH2:1][C@@H:2]1[C:8](=[O:9])[N:7]([CH2:10][C:11]#[CH:12])[C:6]2[CH:13]=[CH:14][CH:15]=[CH:16][C:5]=2[O:4][C@@H:3]1[C:17]1[CH:22]=[CH:21][CH:20]=[CH:19][CH:18]=1.[F:23][C:24]1[CH:25]=[C:26]([CH2:31][C:32]([NH:34][C@H:35]([C:37](O)=[O:38])[CH3:36])=[O:33])[CH:27]=[C:28]([F:30])[CH:29]=1.C1C=CC2N(O)N=NC=2C=1.CN1CCOCC1.CCN=C=NCCCN(C)C.Cl. The catalyst is C(Cl)Cl. The product is [F:23][C:24]1[CH:25]=[C:26]([CH2:31][C:32]([NH:34][C@H:35]([C:37]([NH:1][C@@H:2]2[C:8](=[O:9])[N:7]([CH2:10][C:11]#[CH:12])[C:6]3[CH:13]=[CH:14][CH:15]=[CH:16][C:5]=3[O:4][C@@H:3]2[C:17]2[CH:22]=[CH:21][CH:20]=[CH:19][CH:18]=2)=[O:38])[CH3:36])=[O:33])[CH:27]=[C:28]([F:30])[CH:29]=1. The yield is 0.740. (6) The reactants are [C:1]([O:5][C:6]([N:8]1[CH2:13][CH2:12][O:11][CH:10]([CH2:14]O)[CH2:9]1)=[O:7])([CH3:4])([CH3:3])[CH3:2].C(Br)(Br)(Br)[Br:17].C1(P(C2C=CC=CC=2)C2C=CC=CC=2)C=CC=CC=1. The catalyst is ClCCl. The product is [C:1]([O:5][C:6]([N:8]1[CH2:13][CH2:12][O:11][CH:10]([CH2:14][Br:17])[CH2:9]1)=[O:7])([CH3:4])([CH3:3])[CH3:2]. The yield is 0.370.